From a dataset of Experimentally validated miRNA-target interactions with 360,000+ pairs, plus equal number of negative samples. Binary Classification. Given a miRNA mature sequence and a target amino acid sequence, predict their likelihood of interaction. (1) The miRNA is mmu-miR-704 with sequence AGACAUGUGCUCUGCUCCUAG. The protein sequence of the target gene is MMCEVMPTISEAEGPPGGGGGHGSGSPSQPDADSHFEQLMVSMLEERDRLLDTLRETQETLALTQGKLHEVGHERDSLQRQLNTALPQEFAALTKELNVCREQLLEREEEIAELKAERNNTRLLLEHLECLVSRHERSLRMTVVKRQAQSPAGVSSEVEVLKALKSLFEHHKALDEKVRERLRVALERCSLLEEELGATHKELMILKEQNNQKKTLTDGVLDINHEQENTPSTSGKRSSDGSLSHEEDLAKVIELQEIISKQSREQSQMKERLASLSSHVTELEEDLDTARKDLIKSEEM.... Result: 0 (no interaction). (2) The miRNA is hsa-miR-6824-5p with sequence GUAGGGGAGGUUGGGCCAGGGA. The protein sequence of the target gene is MRILQSFLACVQLLCLCRLDWAYGYYRQQRKLVEEIGWSYTGALNQKNWGKKYPICNSPKQSPINIDEDLTQVNVNLKKLKFQGWEKASLENTFIHNTGKTVEINLTNDYYLSGGLSEKVFKASKITFHWGKCNVSSEGSEHSLEGQKFPLEMQVYCFDADRFSSFEEAVKGKGRLRALSILFEVGVEENLDYKAIIDGTESVSRFGKQAALDPFVLQNLLPNSTDKYYIYNGSLTSPPCTDTVEWIVFKDTVSISESQLAVFCEVLTMQQSGYVMLMDYLQNNFREQQYKFSRQVFSSY.... Result: 0 (no interaction). (3) The miRNA is mmu-miR-96-5p with sequence UUUGGCACUAGCACAUUUUUGCU. The protein sequence of the target gene is MGRLHCTEDPVPEAVGGDMQQLNQLGAQQFSALTEVLFHFLTEPKEVERFLAQLSEFATTNQISLGSLRSIVKSLLLVPNGALKKSLTAKQVQADFITLGLSEEKATYFSEKWKQNAPTLARWAIGQTLMINQLIDMEWKFGVTSGSSELEKVGSIFLQLKLVVKKGNQTENVYIELTLPQFYSFLHEMERVRTSMECFC. Result: 0 (no interaction). (4) The miRNA is hsa-miR-6756-5p with sequence AGGGUGGGGCUGGAGGUGGGGCU. The protein sequence of the target gene is MTTTVATDYDNIEIQQQYSDVNNRWDVDDWDNENSSARLFERSRIKALADEREAVQKKTFTKWVNSHLARVSCRITDLYTDLRDGRMLIKLLEVLSGERLPKPTKGRMRIHCLENVDKALQFLKEQRVHLENMGSHDIVDGNHRLTLGLIWTIILRFQIQDISVETEDNKEKKSAKDALLLWCQMKTAGYPNVNIHNFTTSWRDGMAFNALIHKHRPDLIDFDKLKKSNAHYNLQNAFNLAEQHLGLTKLLDPEDISVDHPDEKSIITYVVTYYHYFSKMKALAVEGKRIGKVLDNAIET.... Result: 0 (no interaction).